From a dataset of Full USPTO retrosynthesis dataset with 1.9M reactions from patents (1976-2016). Predict the reactants needed to synthesize the given product. (1) Given the product [F:1][C:2]1[C:10]([F:11])=[CH:9][CH:8]=[C:7]2[C:3]=1[C:4]([CH3:14])([CH3:13])[CH2:5][NH:6]2, predict the reactants needed to synthesize it. The reactants are: [F:1][C:2]1[C:10]([F:11])=[CH:9][CH:8]=[C:7]2[C:3]=1[C:4]([CH3:14])([CH3:13])[C:5](=O)[NH:6]2.[H-].[Al+3].[Li+].[H-].[H-].[H-].O. (2) Given the product [F:34][C:35]([F:40])([F:39])[C:36]([OH:38])=[O:37].[Cl:19][C:15]1[CH:14]=[C:13]([CH:12]2[C:11]([C:22]3[CH:27]=[CH:26][C:25]([Cl:28])=[CH:24][CH:23]=3)([C:20]#[N:21])[CH:10]([CH2:29][C:30]([CH3:31])([CH3:32])[CH3:33])[NH:9][CH:8]2[C:6]([OH:7])=[O:5])[CH:18]=[CH:17][CH:16]=1, predict the reactants needed to synthesize it. The reactants are: C([O:5][C:6]([CH:8]1[CH:12]([C:13]2[CH:18]=[CH:17][CH:16]=[C:15]([Cl:19])[CH:14]=2)[C:11]([C:22]2[CH:27]=[CH:26][C:25]([Cl:28])=[CH:24][CH:23]=2)([C:20]#[N:21])[CH:10]([CH2:29][C:30]([CH3:33])([CH3:32])[CH3:31])[NH:9]1)=[O:7])(C)(C)C.[F:34][C:35]([F:40])([F:39])[C:36]([OH:38])=[O:37].